From a dataset of Reaction yield outcomes from USPTO patents with 853,638 reactions. Predict the reaction yield, written as a fraction of the theoretical maximum amount of product (1.0 means a 100% yield; for example, 0.34 means a 34% yield). (1) The reactants are [F:1][C:2]1[CH:7]=[CH:6][C:5]([NH:8][C:9]2[C:14]([CH3:15])=[CH:13][C:12]([CH3:16])=[CH:11][C:10]=2[CH3:17])=[C:4]([N+:18]([O-])=O)[CH:3]=1. The catalyst is [Pd].C(OCC)(=O)C. The product is [F:1][C:2]1[CH:3]=[C:4]([NH2:18])[C:5]([NH:8][C:9]2[C:10]([CH3:17])=[CH:11][C:12]([CH3:16])=[CH:13][C:14]=2[CH3:15])=[CH:6][CH:7]=1. The yield is 1.00. (2) The reactants are C([O:5][C:6](=[O:38])[CH:7]([NH:11][S:12]([C:15]1[CH:20]=[CH:19][C:18]([C:21]2[CH:26]=[CH:25][C:24]([O:27][C:28]3[CH:37]=[CH:36][C:35]4[C:30](=[CH:31][CH:32]=[CH:33][CH:34]=4)[N:29]=3)=[CH:23][CH:22]=2)=[CH:17][CH:16]=1)(=[O:14])=[O:13])[CH:8]([CH3:10])[CH3:9])(C)(C)C. The catalyst is ClC(Cl)C.C(O)(C(F)(F)F)=O. The product is [CH3:9][CH:8]([CH3:10])[CH:7]([NH:11][S:12]([C:15]1[CH:16]=[CH:17][C:18]([C:21]2[CH:26]=[CH:25][C:24]([O:27][C:28]3[CH:37]=[CH:36][C:35]4[C:30](=[CH:31][CH:32]=[CH:33][CH:34]=4)[N:29]=3)=[CH:23][CH:22]=2)=[CH:19][CH:20]=1)(=[O:13])=[O:14])[C:6]([OH:38])=[O:5]. The yield is 0.580. (3) The reactants are BrC1C=C2C(=CC=1)[N:8]=[C:7]([C:12]1[N:13]=[C:14]([C@@H:17]3[CH2:22][C@@H:21]4[C@@H:19]([CH2:20]4)[N:18]3[C:23]([O:25][C:26]([CH3:29])([CH3:28])[CH3:27])=[O:24])[NH:15][CH:16]=1)[CH:6]=[N:5]2.C([O-])([O-])=O.[K+].[K+].C1(P(C2CCCCC2)[C:43]2[CH:48]=[CH:47][CH:46]=[CH:45][C:44]=2[C:49]2[C:54](OC)=[CH:53][CH:52]=[CH:51][C:50]=2OC)CCCCC1.CC1(C)C(C)(C)OB(C2C=CC3[N:80]=[C:79]([C@@H:81]4[CH2:86][C@@H:85]5[C@@H:83]([CH2:84]5)[N:82]4[C:87]([O:89][C:90]([CH3:93])([CH3:92])[CH3:91])=[O:88])[NH:78]C=3C=2)O1. The catalyst is C1COCC1.O.CO.CC([O-])=O.CC([O-])=O.[Pd+2]. The product is [C:90]([O:89][C:87]([N:82]1[C@H:81]([C:79]2[NH:78][C:53]3[CH:54]=[C:49]([C:44]4[CH:43]=[C:48]5[C:47](=[CH:46][CH:45]=4)[N:8]=[C:7]([C:12]4[NH:13][C:14]([C@@H:17]6[CH2:22][C@@H:21]7[C@@H:19]([CH2:20]7)[N:18]6[C:23]([O:25][C:26]([CH3:29])([CH3:28])[CH3:27])=[O:24])=[N:15][CH:16]=4)[CH:6]=[N:5]5)[CH:50]=[CH:51][C:52]=3[N:80]=2)[CH2:86][C@@H:85]2[C@H:83]1[CH2:84]2)=[O:88])([CH3:93])([CH3:92])[CH3:91]. The yield is 0.330. (4) The reactants are BrC1C=N[C:5]2[N:6]=[CH:7][N:8]([C:11]3[CH:16]=[CH:15][CH:14]=[CH:13][C:12]=3[F:17])[C:9](=[O:10])[C:4]=2C=1.[F:20][C:21]1[CH:26]=[CH:25][C:24]([C:27]2[O:28][C:29]3[CH:39]=[C:38]([N:40]([CH3:45])[S:41]([CH3:44])(=[O:43])=[O:42])[C:37](B4OC(C)(C)C(C)(C)O4)=[CH:36][C:30]=3[C:31]=2[C:32]([NH:34][CH3:35])=[O:33])=[CH:23][CH:22]=1.[O-]P([O-])([O-])=O.[K+].[K+].[K+]. The catalyst is CN(C)C=O.C1C=CC(P(C2C=CC=CC=2)[C-]2C=CC=C2)=CC=1.C1C=CC(P(C2C=CC=CC=2)[C-]2C=CC=C2)=CC=1.Cl[Pd]Cl.[Fe+2]. The product is [F:20][C:21]1[CH:26]=[CH:25][C:24]([C:27]2[O:28][C:29]3[CH:39]=[C:38]([N:40]([CH3:45])[S:41]([CH3:44])(=[O:43])=[O:42])[C:37]([C:5]4[CH:4]=[CH:9][C:5]5[N:6]=[CH:7][N:8]([C:11]6[CH:16]=[CH:15][CH:14]=[CH:13][C:12]=6[F:17])[C:9](=[O:10])[C:4]=5[N:6]=4)=[CH:36][C:30]=3[C:31]=2[C:32]([NH:34][CH3:35])=[O:33])=[CH:23][CH:22]=1. The yield is 0.300. (5) The yield is 1.00. The product is [CH:13]12[O:24][CH:14]1[CH2:15][N:11]([C:9]([O:8][CH2:1][C:2]1[CH:3]=[CH:4][CH:5]=[CH:6][CH:7]=1)=[O:10])[CH2:12]2. The reactants are [CH2:1]([O:8][C:9]([N:11]1[CH2:15][CH:14]=[CH:13][CH2:12]1)=[O:10])[C:2]1[CH:7]=[CH:6][CH:5]=[CH:4][CH:3]=1.ClC1C=CC=C(C(OO)=[O:24])C=1.S([O-])([O-])(=O)=S.[Na+].[Na+]. The catalyst is C(Cl)Cl. (6) The reactants are [NH2:1][C:2]1[CH:10]=[CH:9][C:5]([C:6]([OH:8])=O)=[CH:4][C:3]=1[F:11].[NH:12]1[CH2:16][CH2:15][CH2:14][CH2:13]1.O.ON1C2C=CC=CC=2N=N1.Cl.C(N=C=NCCCN(C)C)C.C(=O)([O-])O.[Na+]. The catalyst is C(Cl)Cl. The product is [NH2:1][C:2]1[CH:10]=[CH:9][C:5]([C:6]([N:12]2[CH2:16][CH2:15][CH2:14][CH2:13]2)=[O:8])=[CH:4][C:3]=1[F:11]. The yield is 0.780. (7) The yield is 0.840. The reactants are C([O:4][C:5]([CH3:10])([CH3:9])[C:6](Cl)=[O:7])(=O)C.[Br:11][C:12]1[C:13]([F:22])=[C:14]2[C:20]([NH2:21])=[CH:19][NH:18][C:15]2=[N:16][CH:17]=1.C(N(CC)CC)C. The catalyst is ClCCl. The product is [Br:11][C:12]1[C:13]([F:22])=[C:14]2[C:20]([NH:21][C:6](=[O:7])[C:5]([OH:4])([CH3:9])[CH3:10])=[CH:19][NH:18][C:15]2=[N:16][CH:17]=1. (8) The reactants are [NH2:1][C:2]12[CH2:11][CH:6]3[CH2:7][CH:8]([CH2:10][CH:4]([CH2:5]3)[CH2:3]1)[CH2:9]2.CC1NC(C)=CC=1[C:18]1[CH:23]=[CH:22][CH:21]=[C:20]([C:24]2[CH:29]=[CH:28][C:27]([CH2:30][C:31](O)=O)=[CH:26][CH:25]=2)[N:19]=1.Cl.[NH2:36]O.CSC.B.[2H]C(Cl)(Cl)Cl.CO[2H]. No catalyst specified. The product is [C:2]12([NH:1][CH2:31][CH2:30][C:27]3[CH:28]=[CH:29][C:24]([C:20]4[N:19]=[C:18]([NH2:36])[CH:23]=[CH:22][CH:21]=4)=[CH:25][CH:26]=3)[CH2:3][CH:4]3[CH2:10][CH:8]([CH2:7][CH:6]([CH2:5]3)[CH2:11]1)[CH2:9]2. The yield is 0.895.